Dataset: Peptide-MHC class I binding affinity with 185,985 pairs from IEDB/IMGT. Task: Regression. Given a peptide amino acid sequence and an MHC pseudo amino acid sequence, predict their binding affinity value. This is MHC class I binding data. The peptide sequence is AAKKKGASL. The MHC is HLA-A69:01 with pseudo-sequence HLA-A69:01. The binding affinity (normalized) is 0.0847.